This data is from Full USPTO retrosynthesis dataset with 1.9M reactions from patents (1976-2016). The task is: Predict the reactants needed to synthesize the given product. (1) Given the product [CH2:1]([O:3][C:4](=[O:32])[CH:5]([NH:31]/[C:43](/[CH3:44])=[CH:42]\[C:41](=[O:46])[C:38]1[CH:39]=[CH:40][C:35]([C:34]([F:33])([F:47])[F:48])=[CH:36][CH:37]=1)[CH2:6][C:7]1[C:12]2[S:13][CH:14]=[CH:15][C:11]=2[C:10]([O:16][CH2:17][CH2:18][C:19]2[N:20]=[C:21]([C:25]3[CH:30]=[CH:29][CH:28]=[CH:27][CH:26]=3)[O:22][C:23]=2[CH3:24])=[CH:9][CH:8]=1)[CH3:2], predict the reactants needed to synthesize it. The reactants are: [CH2:1]([O:3][C:4](=[O:32])[CH:5]([NH2:31])[CH2:6][C:7]1[C:12]2[S:13][CH:14]=[CH:15][C:11]=2[C:10]([O:16][CH2:17][CH2:18][C:19]2[N:20]=[C:21]([C:25]3[CH:30]=[CH:29][CH:28]=[CH:27][CH:26]=3)[O:22][C:23]=2[CH3:24])=[CH:9][CH:8]=1)[CH3:2].[F:33][C:34]([F:48])([F:47])[C:35]1[CH:40]=[CH:39][C:38]([C:41](=[O:46])[CH2:42][C:43](=O)[CH3:44])=[CH:37][CH:36]=1.C1(C)C=CC(S(O)(=O)=O)=CC=1. (2) Given the product [C:15]1([CH:14]([C:21]2[CH:26]=[CH:25][CH:24]=[CH:23][CH:22]=2)[CH2:13][NH:12][C:10]2[C:9]3[C:4](=[CH:5][C:6]([O:29][CH3:30])=[C:7]([O:27][CH3:28])[CH:8]=3)[N:3]=[C:2]([C:33]3[CH:32]=[N:31][CH:36]=[CH:35][CH:34]=3)[N:11]=2)[CH:20]=[CH:19][CH:18]=[CH:17][CH:16]=1, predict the reactants needed to synthesize it. The reactants are: Cl[C:2]1[N:11]=[C:10]([NH:12][CH2:13][CH:14]([C:21]2[CH:26]=[CH:25][CH:24]=[CH:23][CH:22]=2)[C:15]2[CH:20]=[CH:19][CH:18]=[CH:17][CH:16]=2)[C:9]2[C:4](=[CH:5][C:6]([O:29][CH3:30])=[C:7]([O:27][CH3:28])[CH:8]=2)[N:3]=1.[N:31]1[CH:36]=[CH:35][CH:34]=[C:33](B(O)O)[CH:32]=1.C(NC1C2C(=CC=CC=2)N=C(C2SC3C=CC=CC=3C=2)N=1)(C1C=CC=CC=1)C1C=CC=CC=1.